This data is from Forward reaction prediction with 1.9M reactions from USPTO patents (1976-2016). The task is: Predict the product of the given reaction. (1) Given the reactants [CH2:1]([N:3]1[CH:8]2[CH2:9][CH2:10][CH:4]1[CH2:5][CH:6]([C:11]1[N:16]3[N:17]=[C:18]([C:27]4[CH:32]=[CH:31][N:30]=[CH:29][CH:28]=4)[C:19]([C:20]4[CH:26]=[CH:25][C:23]([NH2:24])=[CH:22][CH:21]=4)=[C:15]3[N:14]=[CH:13][CH:12]=1)[CH2:7]2)[CH3:2].C([N:35]([CH2:38]C)CC)C.ClC(Cl)([O:43]C(=O)OC(Cl)(Cl)Cl)Cl.N, predict the reaction product. The product is: [CH2:1]([N:3]1[CH:4]2[CH2:10][CH2:9][CH:8]1[CH2:7][CH:6]([C:11]1[N:16]3[N:17]=[C:18]([C:27]4[CH:28]=[CH:29][N:30]=[CH:31][CH:32]=4)[C:19]([C:20]4[CH:26]=[CH:25][C:23]([NH:24][C:38]([NH2:35])=[O:43])=[CH:22][CH:21]=4)=[C:15]3[N:14]=[CH:13][CH:12]=1)[CH2:5]2)[CH3:2]. (2) Given the reactants C1C=CC2N(O)N=NC=2C=1.CCN(C(C)C)C(C)C.[C:20]1([C:26]2[NH:30][N:29]=[C:28]([C:31]([OH:33])=O)[CH:27]=2)[CH:25]=[CH:24][CH:23]=[CH:22][CH:21]=1.Cl.CCN=C=NCCCN(C)C.Cl.Cl.[NH2:48][CH2:49][C:50]([N:52]1[CH2:57][CH2:56][N:55]([C:58](=[O:67])[C:59]2[CH:64]=[C:63]([Cl:65])[CH:62]=[CH:61][C:60]=2[Cl:66])[CH2:54][CH2:53]1)=[O:51], predict the reaction product. The product is: [Cl:66][C:60]1[CH:61]=[CH:62][C:63]([Cl:65])=[CH:64][C:59]=1[C:58]([N:55]1[CH2:54][CH2:53][N:52]([C:50](=[O:51])[CH2:49][NH:48][C:31]([C:28]2[CH:27]=[C:26]([C:20]3[CH:21]=[CH:22][CH:23]=[CH:24][CH:25]=3)[NH:30][N:29]=2)=[O:33])[CH2:57][CH2:56]1)=[O:67].